Dataset: Full USPTO retrosynthesis dataset with 1.9M reactions from patents (1976-2016). Task: Predict the reactants needed to synthesize the given product. (1) Given the product [CH2:29]([O:28][C:26]([O:1][C@@H:2]([C@H:4]1[C:7](=[O:8])[NH:6][C@@H:5]1[CH2:9][C:10]([C:12]1[CH:13]=[C:14]([CH:22]=[CH:23][CH:24]=1)[C:15]([O:17][C:18]([CH3:20])([CH3:19])[CH3:21])=[O:16])=[O:11])[CH3:3])=[O:27])[CH:30]=[CH2:31], predict the reactants needed to synthesize it. The reactants are: [OH:1][C@@H:2]([C@H:4]1[C:7](=[O:8])[NH:6][C@@H:5]1[CH2:9][C:10]([C:12]1[CH:13]=[C:14]([CH:22]=[CH:23][CH:24]=1)[C:15]([O:17][C:18]([CH3:21])([CH3:20])[CH3:19])=[O:16])=[O:11])[CH3:3].Cl[C:26]([O:28][CH2:29][CH:30]=[CH2:31])=[O:27].S([O-])(O)(=O)=O.[K+]. (2) Given the product [N:1]1([C:5]2[CH:10]=[CH:9][N:8]3[CH:13]=[C:14]([C:16]4[CH:17]=[C:18]([CH3:22])[CH:19]=[CH:20][CH:21]=4)[N:11]=[C:7]3[CH:6]=2)[CH2:4][CH2:3][CH2:2]1, predict the reactants needed to synthesize it. The reactants are: [N:1]1([C:5]2[CH:10]=[CH:9][N:8]=[C:7]([NH2:11])[CH:6]=2)[CH2:4][CH2:3][CH2:2]1.Br[CH2:13][C:14]([C:16]1[CH:17]=[C:18]([CH3:22])[CH:19]=[CH:20][CH:21]=1)=O. (3) Given the product [F:1][C:2]1[CH:3]=[CH:4][C:5]([CH2:6][N:7]2[C:12](=[O:13])[CH:11]=[CH:10][C:9]([CH2:14][C:15]3[C:23]4[C:18](=[CH:19][CH:20]=[CH:21][CH:22]=4)[N:17]([CH2:24][C:25]([OH:27])=[O:26])[C:16]=3[CH3:36])=[N:8]2)=[CH:37][CH:38]=1, predict the reactants needed to synthesize it. The reactants are: [F:1][C:2]1[CH:38]=[CH:37][C:5]([CH2:6][N:7]2[C:12](=[O:13])[CH:11]=[CH:10][C:9]([CH2:14][C:15]3[C:23]4[C:18](=[CH:19][CH:20]=[CH:21][CH:22]=4)[N:17]([CH2:24][C:25]([O:27]CC4C=CC(F)=CC=4)=[O:26])[C:16]=3[CH3:36])=[N:8]2)=[CH:4][CH:3]=1.[OH-].[Na+].Cl. (4) Given the product [Br:21][C:8]1[CH:9]=[C:10]2[C:5](=[CH:6][CH:7]=1)[CH:4]([C:11]([OH:13])=[O:12])[O:3][C:2]2=[O:1], predict the reactants needed to synthesize it. The reactants are: [O:1]=[C:2]1[C:10]2[C:5](=[CH:6][CH:7]=[CH:8][CH:9]=2)[CH:4]([C:11]([OH:13])=[O:12])[O:3]1.C1C(=O)N([Br:21])C(=O)C1. (5) Given the product [N:44]1[C:45]2[C:50](=[CH:49][CH:48]=[CH:47][CH:46]=2)[CH:51]=[N:52][C:43]=1[O:17][CH2:16][C:14]1[N:15]=[C:8]2[C:7]([N:4]3[CH2:3][CH2:2][O:1][CH2:6][CH2:5]3)=[N:12][CH:11]=[CH:10][N:9]2[CH:13]=1, predict the reactants needed to synthesize it. The reactants are: [O:1]1[CH2:6][CH2:5][N:4]([C:7]2[C:8]3[N:9]([CH:13]=[C:14]([CH2:16][OH:17])[N:15]=3)[CH:10]=[CH:11][N:12]=2)[CH2:3][CH2:2]1.C1OCCOCCOCCOCCOCCOC1.CC(C)([O-])C.[K+].Cl[C:43]1[N:52]=[CH:51][C:50]2[C:45](=[CH:46][CH:47]=[CH:48][CH:49]=2)[N:44]=1.